From a dataset of Catalyst prediction with 721,799 reactions and 888 catalyst types from USPTO. Predict which catalyst facilitates the given reaction. (1) Reactant: [C:1]([SiH2:5][O:6][C:7]([CH3:32])([CH3:31])[C:8]1[N:9]=[C:10]([C:13]2[CH:18]=[CH:17][C:16]([NH:19][C:20](=[O:29])[O:21]CC3C=CC=CC=3)=[CH:15][C:14]=2[F:30])[O:11][CH:12]=1)([CH3:4])([CH3:3])[CH3:2].[O:33]1C[CH2:36][CH2:35][CH2:34]1. Product: [C:1]([SiH2:5][O:6][C:7]([CH3:32])([CH3:31])[C:8]1[N:9]=[C:10]([C:13]2[CH:18]=[CH:17][C:16]([N:19]3[CH2:36][C@H:35]([CH2:34][OH:33])[O:21][C:20]3=[O:29])=[CH:15][C:14]=2[F:30])[O:11][CH:12]=1)([CH3:2])([CH3:4])[CH3:3]. The catalyst class is: 27. (2) Reactant: [CH3:1][C:2]1[N:6]([CH2:7][C:8]([N:10]2[CH2:15][CH2:14][N:13]([C:16]3[CH:21]=[CH:20][CH:19]=[C:18]([N+:22]([O-])=O)[CH:17]=3)[CH2:12][CH2:11]2)=[O:9])[N:5]=[C:4]([C:25]([F:28])([F:27])[F:26])[CH:3]=1. Product: [NH2:22][C:18]1[CH:17]=[C:16]([N:13]2[CH2:12][CH2:11][N:10]([C:8](=[O:9])[CH2:7][N:6]3[C:2]([CH3:1])=[CH:3][C:4]([C:25]([F:28])([F:27])[F:26])=[N:5]3)[CH2:15][CH2:14]2)[CH:21]=[CH:20][CH:19]=1. The catalyst class is: 29. (3) Reactant: [CH:1]1([N:4]([CH2:10][C:11]2[CH:16]=[CH:15][C:14]([F:17])=[CH:13][CH:12]=2)[CH2:5][CH2:6][CH2:7][CH2:8][NH2:9])[CH2:3][CH2:2]1.C1([O:24][C:25](=O)[NH:26][C:27]2[CH:32]=[CH:31][CH:30]=[C:29]([C:33]3[N:37]([CH3:38])[N:36]=[N:35][N:34]=3)[CH:28]=2)C=CC=CC=1. Product: [CH:1]1([N:4]([CH2:10][C:11]2[CH:12]=[CH:13][C:14]([F:17])=[CH:15][CH:16]=2)[CH2:5][CH2:6][CH2:7][CH2:8][NH:9][C:25]([NH:26][C:27]2[CH:32]=[CH:31][CH:30]=[C:29]([C:33]3[N:37]([CH3:38])[N:36]=[N:35][N:34]=3)[CH:28]=2)=[O:24])[CH2:3][CH2:2]1. The catalyst class is: 16. (4) Reactant: [C:1]1([CH3:18])[CH:6]=[CH:5][C:4]([S:7]([C:10]2[N:11]=[CH:12][N:13]3[CH:17]=[CH:16][S:15][C:14]=23)(=[O:9])=[O:8])=[CH:3][CH:2]=1.C([Li])CCC.CCCCCC.[CH2:30]([Sn:34](Cl)([CH2:39][CH2:40][CH2:41][CH3:42])[CH2:35][CH2:36][CH2:37][CH3:38])[CH2:31][CH2:32][CH3:33].[Cl-].[NH4+]. Product: [C:1]1([CH3:18])[CH:2]=[CH:3][C:4]([S:7]([C:10]2[N:11]=[CH:12][N:13]3[CH:17]=[C:16]([Sn:34]([CH2:35][CH2:36][CH2:37][CH3:38])([CH2:39][CH2:40][CH2:41][CH3:42])[CH2:30][CH2:31][CH2:32][CH3:33])[S:15][C:14]=23)(=[O:9])=[O:8])=[CH:5][CH:6]=1. The catalyst class is: 1.